Dataset: Forward reaction prediction with 1.9M reactions from USPTO patents (1976-2016). Task: Predict the product of the given reaction. (1) The product is: [Cl:11][C:4]1[N:3]=[C:2]([NH:23][CH2:22][C:12]2[C:21]3[C:16](=[CH:17][CH:18]=[CH:19][CH:20]=3)[CH:15]=[CH:14][CH:13]=2)[C:7]([N+:8]([O-:10])=[O:9])=[CH:6][CH:5]=1. Given the reactants Cl[C:2]1[C:7]([N+:8]([O-:10])=[O:9])=[CH:6][CH:5]=[C:4]([Cl:11])[N:3]=1.[C:12]1([CH2:22][NH2:23])[C:21]2[C:16](=[CH:17][CH:18]=[CH:19][CH:20]=2)[CH:15]=[CH:14][CH:13]=1.C([O-])([O-])=O.[K+].[K+].O, predict the reaction product. (2) Given the reactants Br[C:2]1[CH:11]=[CH:10][C:5]([O:6][CH2:7][CH2:8][OH:9])=[CH:4][CH:3]=1.[F:12][C:13]1[CH:53]=[N:52][C:16]2[N:17]([C:37]3[CH:42]=[CH:41][CH:40]=[C:39](B4OC(C)(C)C(C)(C)O4)[CH:38]=3)[C:18](=[O:36])[N:19]([C@@H:22]3[CH2:27][CH2:26][C@H:25]([NH:28][C:29](=[O:35])[O:30][C:31]([CH3:34])([CH3:33])[CH3:32])[CH2:24][CH2:23]3)[C:20](=[O:21])[C:15]=2[CH:14]=1, predict the reaction product. The product is: [C:31]([O:30][C:29](=[O:35])[NH:28][C@H:25]1[CH2:26][CH2:27][C@@H:22]([N:19]2[C:20](=[O:21])[C:15]3[CH:14]=[C:13]([F:12])[CH:53]=[N:52][C:16]=3[N:17]([C:37]3[CH:42]=[C:41]([C:2]4[CH:11]=[CH:10][C:5]([O:6][CH2:7][CH2:8][OH:9])=[CH:4][CH:3]=4)[CH:40]=[CH:39][CH:38]=3)[C:18]2=[O:36])[CH2:23][CH2:24]1)([CH3:34])([CH3:32])[CH3:33]. (3) Given the reactants Br[CH2:2][C:3]([C:5]12[CH2:14][CH:9]3[CH2:10][CH:11]([CH2:13][CH:7]([CH2:8]3)[CH2:6]1)[CH2:12]2)=[O:4].[CH3:15][N:16]1[CH:20]=[N:19][N:18]=[C:17]1[SH:21].C(N(CC)CC)C, predict the reaction product. The product is: [C:5]12([C:3](=[O:4])[CH2:2][S:21][C:17]3[N:16]([CH3:15])[CH:20]=[N:19][N:18]=3)[CH2:14][CH:9]3[CH2:10][CH:11]([CH2:13][CH:7]([CH2:8]3)[CH2:6]1)[CH2:12]2. (4) Given the reactants [Cl:1][C:2]1[CH:7]=[CH:6][C:5]([C@H:8]([C:21]([N:23]2[CH2:28][CH2:27][N:26]([C:29]3[C:34]([C:35]4[CH:40]=[CH:39][C:38]([O:41][CH3:42])=[C:37]([O:43][CH3:44])[CH:36]=4)=[CH:33][N:32]=[C:31]4[NH:45][CH:46]=[CH:47][C:30]=34)[CH2:25][CH2:24]2)=[O:22])[CH2:9][N:10]([CH:18]([CH3:20])[CH3:19])C(=O)OC(C)(C)C)=[CH:4][CH:3]=1.C(O)(C(F)(F)F)=O.C1(N)C(F)=C(F)C(F)=C(N)C=1F.Cl.Cl, predict the reaction product. The product is: [Cl:1][C:2]1[CH:7]=[CH:6][C:5]([C@@H:8]([CH2:9][NH:10][CH:18]([CH3:20])[CH3:19])[C:21]([N:23]2[CH2:24][CH2:25][N:26]([C:29]3[C:34]([C:35]4[CH:40]=[CH:39][C:38]([O:41][CH3:42])=[C:37]([O:43][CH3:44])[CH:36]=4)=[CH:33][N:32]=[C:31]4[NH:45][CH:46]=[CH:47][C:30]=34)[CH2:27][CH2:28]2)=[O:22])=[CH:4][CH:3]=1. (5) Given the reactants C([O:5][C:6]([C:8]1[CH:16]=[CH:15][C:11]2[CH:12]=[N:13][S:14][C:10]=2[C:9]=1[F:17])=[O:7])(C)(C)C.O.C(O)(C(F)(F)F)=O, predict the reaction product. The product is: [F:17][C:9]1[C:10]2[S:14][N:13]=[CH:12][C:11]=2[CH:15]=[CH:16][C:8]=1[C:6]([OH:7])=[O:5]. (6) The product is: [ClH:1].[Cl:1][C:2]1[CH:10]=[C:9]([F:11])[CH:8]=[CH:7][C:3]=1[C:4]([NH:27][C:23]1[CH:24]=[CH:25][CH:26]=[C:21]([O:20][CH:17]2[CH2:18][CH2:19][N:14]([CH2:12][CH3:13])[CH2:15][CH2:16]2)[CH:22]=1)=[O:5]. Given the reactants [Cl:1][C:2]1[CH:10]=[C:9]([F:11])[CH:8]=[CH:7][C:3]=1[C:4](Cl)=[O:5].[CH2:12]([N:14]1[CH2:19][CH2:18][CH:17]([O:20][C:21]2[CH:22]=[C:23]([NH2:27])[CH:24]=[CH:25][CH:26]=2)[CH2:16][CH2:15]1)[CH3:13], predict the reaction product. (7) Given the reactants [CH:1]1([N:7]=[C:8]=[O:9])[CH2:6][CH2:5][CH2:4][CH2:3][CH2:2]1.C[NH:11][CH:12]1[CH2:17][CH2:16][CH2:15][CH2:14][CH2:13]1.[CH3:18]CCCCC, predict the reaction product. The product is: [CH:1]1([N:7]([CH3:18])[C:8]([NH:11][CH:12]2[CH2:17][CH2:16][CH2:15][CH2:14][CH2:13]2)=[O:9])[CH2:6][CH2:5][CH2:4][CH2:3][CH2:2]1.